Dataset: Catalyst prediction with 721,799 reactions and 888 catalyst types from USPTO. Task: Predict which catalyst facilitates the given reaction. (1) Reactant: Br[C:2]1[S:3][CH:4]=[C:5]([Br:7])[N:6]=1.[NH:8]1[CH2:13][CH2:12][O:11][CH2:10][CH2:9]1. Product: [Br:7][C:5]1[N:6]=[C:2]([N:8]2[CH2:13][CH2:12][O:11][CH2:10][CH2:9]2)[S:3][CH:4]=1. The catalyst class is: 6. (2) Product: [Cl:8][C:7]1[C:6](=[O:9])[N:5]([CH2:19][O:20][CH3:21])[N:4]=[CH:3][C:2]=1[Cl:1]. The catalyst class is: 2. Reactant: [Cl:1][C:2]1[CH:3]=[N:4][NH:5][C:6](=[O:9])[C:7]=1[Cl:8].C(N(CC)C(C)C)(C)C.[CH3:19][O:20][CH2:21]Br.O. (3) Reactant: [F:1][C:2]1[CH:9]=[CH:8][C:5]([CH:6]=O)=[CH:4][CH:3]=1.[NH2:10][C:11]1[CH:12]=[C:13]([CH2:19][OH:20])[CH:14]=[C:15]([O:17][CH3:18])[CH:16]=1. Product: [F:1][C:2]1[CH:9]=[CH:8][C:5]([CH:6]=[N:10][C:11]2[CH:12]=[C:13]([CH2:19][OH:20])[CH:14]=[C:15]([O:17][CH3:18])[CH:16]=2)=[CH:4][CH:3]=1. The catalyst class is: 8. (4) Product: [CH2:6]([C@H:13]1[N:18]([C:19](=[O:37])[CH2:20][CH2:21][C:22]2[CH:27]=[CH:26][CH:25]=[CH:24][C:23]=2[O:28][C:29]2[CH:34]=[CH:33][CH:32]=[CH:31][C:30]=2/[CH:35]=[CH:48]/[N+:45]([O-:47])=[O:46])[CH2:17][CH2:16][N:15]([C:38]([O:40][C:41]([CH3:44])([CH3:43])[CH3:42])=[O:39])[CH2:14]1)[C:7]1[CH:12]=[CH:11][CH:10]=[CH:9][CH:8]=1. The catalyst class is: 4. Reactant: C([O-])(=O)C.[NH4+].[CH2:6]([C@H:13]1[N:18]([C:19](=[O:37])[CH2:20][CH2:21][C:22]2[CH:27]=[CH:26][CH:25]=[CH:24][C:23]=2[O:28][C:29]2[CH:34]=[CH:33][CH:32]=[CH:31][C:30]=2[CH:35]=O)[CH2:17][CH2:16][N:15]([C:38]([O:40][C:41]([CH3:44])([CH3:43])[CH3:42])=[O:39])[CH2:14]1)[C:7]1[CH:12]=[CH:11][CH:10]=[CH:9][CH:8]=1.[N+:45]([CH3:48])([O-:47])=[O:46]. (5) Reactant: [CH3:1][C:2]1[CH:3]=[C:4]2[C:8](=[CH:9][C:10]=1[CH3:11])[C:7](=[O:12])[N:6]([C:13]1[CH:14]=[N:15][CH:16]=[CH:17][CH:18]=1)[CH:5]2[CH2:19][C:20](OCC)=[O:21].[BH4-].[Na+]. Product: [CH3:1][C:2]1[CH:3]=[C:4]2[C:8](=[CH:9][C:10]=1[CH3:11])[C:7](=[O:12])[N:6]([C:13]1[CH:14]=[N:15][CH:16]=[CH:17][CH:18]=1)[CH:5]2[CH2:19][CH2:20][OH:21]. The catalyst class is: 5. (6) Reactant: [S:1]1[CH:5]=[CH:4][CH:3]=[C:2]1[C:6]1[N:10]=[C:9]([CH:11]2[CH2:16][CH2:15][N:14](C(O)=O)[CH2:13][CH2:12]2)[O:8][N:7]=1.[ClH:20].C(OCC)C. Product: [ClH:20].[S:1]1[CH:5]=[CH:4][CH:3]=[C:2]1[C:6]1[N:10]=[C:9]([CH:11]2[CH2:16][CH2:15][NH2+:14][CH2:13][CH2:12]2)[O:8][N:7]=1. The catalyst class is: 714.